From a dataset of Reaction yield outcomes from USPTO patents with 853,638 reactions. Predict the reaction yield, written as a fraction of the theoretical maximum amount of product (1.0 means a 100% yield; for example, 0.34 means a 34% yield). (1) The reactants are Cl[C:2]1[CH:7]=[C:6]([NH2:8])[CH:5]=[C:4]([Cl:9])[N:3]=1.CC1(C)C(C)(C)OB([C:18]2[CH2:19][CH2:20][N:21]([C:24]([O:26][C:27]([CH3:30])([CH3:29])[CH3:28])=[O:25])[CH2:22][CH:23]=2)O1.C([O-])([O-])=O.[Cs+].[Cs+]. The catalyst is COCCOC.O.C1C=CC(P(C2C=CC=CC=2)[C-]2C=CC=C2)=CC=1.C1C=CC(P(C2C=CC=CC=2)[C-]2C=CC=C2)=CC=1.Cl[Pd]Cl.[Fe+2]. The product is [NH2:8][C:6]1[CH:5]=[C:4]([Cl:9])[N:3]=[C:2]([C:18]2[CH2:23][CH2:22][N:21]([C:24]([O:26][C:27]([CH3:30])([CH3:29])[CH3:28])=[O:25])[CH2:20][CH:19]=2)[CH:7]=1. The yield is 0.210. (2) The reactants are O[C:2]1[CH:3]=[N:4][CH:5]=[CH:6][C:7]=1[NH:8][C:9]([C:11]1[S:12][C:13]([N+:16]([O-:18])=[O:17])=[CH:14][CH:15]=1)=[O:10].O=P12OP3(OP(OP(O3)(O1)=O)(=O)O2)=O.CC1C=CC(C)=CC=1. The catalyst is N1C=CC=CC=1. The product is [N+:16]([C:13]1[S:12][C:11]([C:9]2[O:10][C:2]3[CH:3]=[N:4][CH:5]=[CH:6][C:7]=3[N:8]=2)=[CH:15][CH:14]=1)([O-:18])=[O:17]. The yield is 0.170. (3) The catalyst is C(Cl)Cl. The product is [Cl:1][C:2]1[CH:7]=[CH:6][C:5]([S:8]([N:11]([C@H:19]([CH2:23][CH:24]([CH3:26])[CH3:25])[C:20]([NH2:22])=[O:21])[CH2:12][CH:13]2[CH2:14][CH2:15][N:16]([CH2:35][C:36]([C:38]3[CH:45]=[CH:44][C:41]([C:42]#[N:43])=[CH:40][CH:39]=3)=[O:37])[CH2:17][CH2:18]2)(=[O:9])=[O:10])=[CH:4][CH:3]=1. The yield is 0.480. The reactants are [Cl:1][C:2]1[CH:7]=[CH:6][C:5]([S:8]([N:11]([C@H:19]([CH2:23][CH:24]([CH3:26])[CH3:25])[C:20]([NH2:22])=[O:21])[CH2:12][CH:13]2[CH2:18][CH2:17][NH:16][CH2:15][CH2:14]2)(=[O:10])=[O:9])=[CH:4][CH:3]=1.CCN(CC)CC.Cl[CH2:35][C:36]([C:38]1[CH:45]=[CH:44][C:41]([C:42]#[N:43])=[CH:40][CH:39]=1)=[O:37]. (4) The reactants are FC1C=C(CN)C=[N:6]C=1.[CH3:10][N:11]1[CH:15]=[C:14]([CH3:16])[CH:13]=[N:12]1.[CH2:17]([N:21]1[CH2:25][CH2:24][N:23]([C:26]2[S:27][C:28]([C:32](O)=[O:33])=[C:29]([CH3:31])[N:30]=2)[C:22]1=[O:35])[CH:18]([CH3:20])[CH3:19]. No catalyst specified. The product is [CH2:17]([N:21]1[CH2:25][CH2:24][N:23]([C:26]2[S:27][C:28]([C:32]([NH:6][CH2:16][C:14]3[CH:13]=[N:12][N:11]([CH3:10])[CH:15]=3)=[O:33])=[C:29]([CH3:31])[N:30]=2)[C:22]1=[O:35])[CH:18]([CH3:20])[CH3:19]. The yield is 0.580.